From a dataset of Peptide-MHC class I binding affinity with 185,985 pairs from IEDB/IMGT. Regression. Given a peptide amino acid sequence and an MHC pseudo amino acid sequence, predict their binding affinity value. This is MHC class I binding data. (1) The peptide sequence is ASANLAATK. The MHC is HLA-A11:01 with pseudo-sequence HLA-A11:01. The binding affinity (normalized) is 0.754. (2) The peptide sequence is IPLGGNGAM. The MHC is HLA-B45:06 with pseudo-sequence HLA-B45:06. The binding affinity (normalized) is 0.213. (3) The peptide sequence is NPDNTIAVI. The MHC is HLA-B35:01 with pseudo-sequence HLA-B35:01. The binding affinity (normalized) is 0.910.